This data is from NCI-60 drug combinations with 297,098 pairs across 59 cell lines. The task is: Regression. Given two drug SMILES strings and cell line genomic features, predict the synergy score measuring deviation from expected non-interaction effect. Drug 1: CN1CCC(CC1)COC2=C(C=C3C(=C2)N=CN=C3NC4=C(C=C(C=C4)Br)F)OC. Drug 2: CS(=O)(=O)OCCCCOS(=O)(=O)C. Cell line: SR. Synergy scores: CSS=55.1, Synergy_ZIP=2.69, Synergy_Bliss=3.31, Synergy_Loewe=0.989, Synergy_HSA=2.21.